Dataset: Catalyst prediction with 721,799 reactions and 888 catalyst types from USPTO. Task: Predict which catalyst facilitates the given reaction. Reactant: [F:1][C:2]1[C:10]([O:11][CH3:12])=[CH:9][CH:8]=[CH:7][C:3]=1[C:4]([OH:6])=O.C1CN([P+](ON2N=NC3C=CC=CC2=3)(N2CCCC2)N2CCCC2)CC1.F[P-](F)(F)(F)(F)F.C(N(CC)CC)C.Cl.[CH3:54][NH:55][O:56][CH3:57]. Product: [F:1][C:2]1[C:10]([O:11][CH3:12])=[CH:9][CH:8]=[CH:7][C:3]=1[C:4]([N:55]([O:56][CH3:57])[CH3:54])=[O:6]. The catalyst class is: 76.